From a dataset of Reaction yield outcomes from USPTO patents with 853,638 reactions. Predict the reaction yield, written as a fraction of the theoretical maximum amount of product (1.0 means a 100% yield; for example, 0.34 means a 34% yield). The reactants are [C:1](Cl)(=[O:3])[CH3:2].[C:5]([O:9][C:10]([NH:12][C@@H:13]([CH2:22][C:23]1[CH:28]=[CH:27][C:26]([O:29][CH2:30][C:31]2[CH:36]=[CH:35][CH:34]=[CH:33][CH:32]=2)=[C:25]([O:37][CH2:38][C:39]2[CH:44]=[CH:43][CH:42]=[CH:41][CH:40]=2)[CH:24]=1)[C:14]([O:16][C@H:17]([CH3:21])[C@H:18]([OH:20])[CH3:19])=[O:15])=[O:11])([CH3:8])([CH3:7])[CH3:6].N1C=CC=CC=1. The catalyst is ClCCl. The product is [C:5]([O:9][C:10]([NH:12][C@@H:13]([CH2:22][C:23]1[CH:28]=[CH:27][C:26]([O:29][CH2:30][C:31]2[CH:36]=[CH:35][CH:34]=[CH:33][CH:32]=2)=[C:25]([O:37][CH2:38][C:39]2[CH:44]=[CH:43][CH:42]=[CH:41][CH:40]=2)[CH:24]=1)[C:14]([O:16][C@H:17]([CH3:21])[C@H:18]([O:20][C:1](=[O:3])[CH3:2])[CH3:19])=[O:15])=[O:11])([CH3:7])([CH3:8])[CH3:6]. The yield is 0.950.